From a dataset of Forward reaction prediction with 1.9M reactions from USPTO patents (1976-2016). Predict the product of the given reaction. (1) Given the reactants [Cl:1][C:2]1[CH:3]=[C:4]([CH:7]=[C:8]([N:10]2[CH2:15][CH2:14][CH:13]([OH:16])[CH2:12][CH2:11]2)[N:9]=1)[C:5]#[N:6].ClC1C=C(C=C(Cl)N=1)C(N)=[O:22].OC1CCNCC1, predict the reaction product. The product is: [Cl:1][C:2]1[CH:3]=[C:4]([CH:7]=[C:8]([N:10]2[CH2:15][CH2:14][CH:13]([OH:16])[CH2:12][CH2:11]2)[N:9]=1)[C:5]([NH2:6])=[O:22]. (2) Given the reactants [Cl-].[NH4+:2].[C-:3]#N.[K+].[CH3:6][C:7]1([CH3:14])[CH2:12][CH2:11][C:10](=[O:13])[CH:9]=[CH:8]1.O, predict the reaction product. The product is: [CH3:6][C:7]1([CH3:14])[CH2:12][CH2:11][C:10](=[O:13])[CH2:9][CH:8]1[C:3]#[N:2]. (3) Given the reactants C(OC(=O)COC1C=CC(Cl)=CC=1C#CC1C=CC=C(S(CCC)(=O)=O)C=1)(C)(C)C.[C:31]([O:35][C:36](=[O:48])[CH2:37][O:38][C:39]1[CH:44]=[CH:43][C:42]([Cl:45])=[CH:41][C:40]=1[C:46]#[CH:47])([CH3:34])([CH3:33])[CH3:32].[CH:49]([NH:52][S:53]([C:56]1[CH:61]=[CH:60][C:59]([CH3:62])=[C:58](Br)[CH:57]=1)(=[O:55])=[O:54])([CH3:51])[CH3:50], predict the reaction product. The product is: [C:31]([O:35][C:36](=[O:48])[CH2:37][O:38][C:39]1[CH:44]=[CH:43][C:42]([Cl:45])=[CH:41][C:40]=1[C:46]#[C:47][C:58]1[CH:57]=[C:56]([S:53]([NH:52][CH:49]([CH3:50])[CH3:51])(=[O:54])=[O:55])[CH:61]=[CH:60][C:59]=1[CH3:62])([CH3:34])([CH3:33])[CH3:32].